From a dataset of Forward reaction prediction with 1.9M reactions from USPTO patents (1976-2016). Predict the product of the given reaction. (1) The product is: [CH:12]1([CH2:11][O:9][C:4]2[CH:5]=[CH:6][CH:7]=[CH:8][C:3]=2[CH2:2][OH:1])[CH2:15][CH2:14][CH2:13]1. Given the reactants [OH:1][CH2:2][C:3]1[CH:8]=[CH:7][CH:6]=[CH:5][C:4]=1[OH:9].Br[CH2:11][CH:12]1[CH2:15][CH2:14][CH2:13]1.C(=O)([O-])[O-].[K+].[K+], predict the reaction product. (2) Given the reactants [F:1][C:2]1[CH:7]=[CH:6][C:5]([N:8]2[C:12]3[CH:13]=[N:14][CH:15]=[C:16]([C:17]([OH:19])=O)[C:11]=3[CH:10]=[N:9]2)=[CH:4][CH:3]=1.C(Cl)(=O)C(Cl)=O.Cl.[F:27][C:28]([F:40])([F:39])[C:29]1[CH:30]=[C:31]([C:35]2([NH2:38])[CH2:37][CH2:36]2)[CH:32]=[CH:33][CH:34]=1.C(N(CC)C(C)C)(C)C, predict the reaction product. The product is: [F:27][C:28]([F:39])([F:40])[C:29]1[CH:30]=[C:31]([C:35]2([NH:38][C:17]([C:16]3[C:11]4[CH:10]=[N:9][N:8]([C:5]5[CH:4]=[CH:3][C:2]([F:1])=[CH:7][CH:6]=5)[C:12]=4[CH:13]=[N:14][CH:15]=3)=[O:19])[CH2:36][CH2:37]2)[CH:32]=[CH:33][CH:34]=1. (3) Given the reactants C[CH:2]([CH2:6][C@H:7]([C@@H:9]1[C@:26]2([CH3:27])[C@H:12]([C@H:13]3[C@H:23]([CH2:24][C@@H:25]2[OH:28])[C@:21]2([CH3:22])[C@@H:16]([CH2:17][C@@H:18]([O:29][CH2:30][CH2:31][N:32]([C:34]4[CH:39]=[CH:38][C:37]([C@H:40]5[CH2:57][C@@:55]6([CH3:56])[C@@H:51]([CH2:52][CH2:53][C@:54]6([OH:61])[C:58]#[C:59][CH3:60])[C@H:50]6[C:41]5=[C:42]5[C:47]([CH2:48][CH2:49]6)=[CH:46][C:45](=[O:62])[CH2:44][CH2:43]5)=[CH:36][CH:35]=4)[CH3:33])[CH2:19][CH2:20]2)[CH2:15][C@H:14]3[O:63][CH2:64][O:65][C:66](=[O:78])[CH2:67][CH2:68][CH2:69][NH:70][C:71]([O:73][C:74]([CH3:77])([CH3:76])[CH3:75])=[O:72])[CH2:11][CH2:10]1)[CH3:8])[C:3]([OH:5])=[O:4].[Li+].[OH-], predict the reaction product. The product is: [C:74]([O:73][C:71]([NH:70][CH2:69][CH2:68][CH2:67][C:66]([O:65][CH2:64][O:63][C@@H:14]1[CH2:15][C@H:16]2[C@:21]([CH3:22])([CH2:20][CH2:19][C@H:18]([O:29][CH2:30][CH2:31][N:32]([C:34]3[CH:39]=[CH:38][C:37]([C@H:40]4[CH2:57][C@@:55]5([CH3:56])[C@@H:51]([CH2:52][CH2:53][C@:54]5([OH:61])[C:58]#[C:59][CH3:60])[C@H:50]5[C:41]4=[C:42]4[C:47]([CH2:48][CH2:49]5)=[CH:46][C:45](=[O:62])[CH2:44][CH2:43]4)=[CH:36][CH:35]=3)[CH3:33])[CH2:17]2)[C@@H:23]2[C@@H:13]1[C@H:12]1[C@:26]([CH3:27])([C@@H:25]([OH:28])[CH2:24]2)[C@@H:9]([C@H:7]([CH3:8])[CH2:6][CH2:2][C:3]([OH:5])=[O:4])[CH2:10][CH2:11]1)=[O:78])=[O:72])([CH3:77])([CH3:75])[CH3:76]. (4) Given the reactants [CH2:1]=[C:2]([Mg]Br)[CH3:3].[Cl:6][C:7]1[C:8]([F:16])=[C:9]([C:12]([F:15])=[CH:13][CH:14]=1)[CH:10]=[O:11], predict the reaction product. The product is: [Cl:6][C:7]1[C:8]([F:16])=[C:9]([CH:10]([OH:11])[C:2]([CH3:3])=[CH2:1])[C:12]([F:15])=[CH:13][CH:14]=1. (5) Given the reactants [CH3:1][O:2][C:3]1[CH:8]=[C:7]([O:9][CH3:10])[CH:6]=[CH:5][C:4]=1B(O)O.[CH3:14][C:15]1[CH:19]=[C:18]([CH3:20])[NH:17][N:16]=1.N1C=CC=CC=1.O, predict the reaction product. The product is: [CH3:1][O:2][C:3]1[CH:8]=[C:7]([O:9][CH3:10])[CH:6]=[CH:5][C:4]=1[N:16]1[C:15]([CH3:14])=[CH:19][C:18]([CH3:20])=[N:17]1. (6) Given the reactants [N:1]([CH:4]([C:11]1([CH3:15])[CH2:14][O:13][CH2:12]1)[C:5]1[O:6][C:7]([CH3:10])=[CH:8][CH:9]=1)=[N+]=[N-].[H][H], predict the reaction product. The product is: [CH3:10][C:7]1[O:6][C:5]([CH:4]([NH2:1])[C:11]2([CH3:15])[CH2:12][O:13][CH2:14]2)=[CH:9][CH:8]=1.